Task: Predict which catalyst facilitates the given reaction.. Dataset: Catalyst prediction with 721,799 reactions and 888 catalyst types from USPTO (1) Reactant: [NH2:1][C@@H:2]1[CH2:7][CH2:6][CH2:5][N:4]([C:8]2[CH:16]=[C:15]([NH:17][C:18]3[CH:23]=[CH:22][C:21]([C:24]([N:26]4[CH2:31][CH2:30][O:29][CH2:28][CH2:27]4)=[O:25])=[CH:20][CH:19]=3)[C:11]([C:12]([NH2:14])=[O:13])=[CH:10][N:9]=2)[CH2:3]1.[CH3:32][C:33]1[S:37][C:36]([NH:38][C:39](=O)[O:40]C2C=CC=CC=2)=[N:35][CH:34]=1.CCN(CC)CC. Product: [CH3:32][C:33]1[S:37][C:36]([NH:38][C:39](=[O:40])[NH:1][C@@H:2]2[CH2:7][CH2:6][CH2:5][N:4]([C:8]3[CH:16]=[C:15]([NH:17][C:18]4[CH:23]=[CH:22][C:21]([C:24]([N:26]5[CH2:31][CH2:30][O:29][CH2:28][CH2:27]5)=[O:25])=[CH:20][CH:19]=4)[C:11]([C:12]([NH2:14])=[O:13])=[CH:10][N:9]=3)[CH2:3]2)=[N:35][CH:34]=1. The catalyst class is: 1. (2) Product: [Si:15]([O:1][C@H:2]1[C:7]([CH3:9])([CH3:8])[CH2:6][CH2:5][C:4](=[O:10])[CH2:3]1)([C:11]([CH3:14])([CH3:13])[CH3:12])([CH3:17])[CH3:16]. Reactant: [OH:1][C@H:2]1[C:7]([CH3:9])([CH3:8])[CH2:6][CH2:5][C:4](=[O:10])[CH2:3]1.[C:11]([Si:15](Cl)([CH3:17])[CH3:16])([CH3:14])([CH3:13])[CH3:12].N1C=CN=C1. The catalyst class is: 3. (3) Reactant: CS([C:5]1[CH:10]=[CH:9][N:8]=[C:7]([O:11][C:12]2[CH:13]=[C:14]([C:20]#[N:21])[CH:15]=[C:16]([CH:19]=2)[C:17]#[N:18])[N:6]=1)(=O)=O.[Cl:22][C:23]1[CH:24]=[C:25]([OH:30])[CH:26]=[C:27]([Cl:29])[CH:28]=1.C(=O)([O-])[O-].[K+].[K+].CN(C)C=O. The catalyst class is: 13. Product: [Cl:22][C:23]1[CH:24]=[C:25]([CH:26]=[C:27]([Cl:29])[CH:28]=1)[O:30][C:5]1[CH:10]=[CH:9][N:8]=[C:7]([O:11][C:12]2[CH:13]=[C:14]([C:20]#[N:21])[CH:15]=[C:16]([CH:19]=2)[C:17]#[N:18])[N:6]=1. (4) Reactant: [C:1]([C@H:5]1[CH2:10][CH2:9][C@H:8]([O:11][C:12]2[CH:13]=[C:14]3[C:19](=[CH:20][CH:21]=2)[CH:18]=[C:17]([C:22](=O)[CH3:23])[CH:16]=[CH:15]3)[CH2:7][CH2:6]1)([CH3:4])([CH3:3])[CH3:2].[NH:25]1[CH2:30][CH2:29][CH:28]([C:31]([O:33][CH2:34][CH3:35])=[O:32])[CH2:27][CH2:26]1.[BH3-]C#N.[Na+]. Product: [C:1]([C@H:5]1[CH2:10][CH2:9][C@H:8]([O:11][C:12]2[CH:13]=[C:14]3[C:19](=[CH:20][CH:21]=2)[CH:18]=[C:17]([CH:22]([N:25]2[CH2:30][CH2:29][CH:28]([C:31]([O:33][CH2:34][CH3:35])=[O:32])[CH2:27][CH2:26]2)[CH3:23])[CH:16]=[CH:15]3)[CH2:7][CH2:6]1)([CH3:4])([CH3:3])[CH3:2]. The catalyst class is: 14. (5) Reactant: [Cl:1][C:2]1[NH:3][C:4]2[CH:10]=[C:9]([O:11]C)[CH:8]=[CH:7][C:5]=2[N:6]=1.B(Br)(Br)Br. Product: [Cl:1][C:2]1[NH:3][C:4]2[CH:10]=[C:9]([OH:11])[CH:8]=[CH:7][C:5]=2[N:6]=1. The catalyst class is: 4. (6) Reactant: [C:1]([CH2:3]P(=O)(OCC)OCC)#[N:2].[H-].[Na+].[CH2:14]([O:21][C:22]([NH:24][CH:25]1[CH2:34][C:33]2[C:28](=[CH:29][CH:30]=[CH:31][CH:32]=2)[C:27](=O)[CH2:26]1)=[O:23])[C:15]1[CH:20]=[CH:19][CH:18]=[CH:17][CH:16]=1. Product: [CH2:14]([O:21][C:22]([NH:24][CH:25]1[CH2:34][C:33]2[C:28](=[CH:29][CH:30]=[CH:31][CH:32]=2)[C:27](=[CH:3][C:1]#[N:2])[CH2:26]1)=[O:23])[C:15]1[CH:20]=[CH:19][CH:18]=[CH:17][CH:16]=1. The catalyst class is: 149. (7) Reactant: [H-].[H-].[H-].[H-].[Li+].[Al+3].[CH2:7]([N:14]1[C@H:19]([C:20]2[CH:25]=[CH:24][CH:23]=[CH:22][CH:21]=2)[C@H:18]([CH3:26])[O:17][CH2:16][C:15]1=O)[C:8]1[CH:13]=[CH:12][CH:11]=[CH:10][CH:9]=1.S([O-])([O-])(=O)=O.[Na+].[Na+]. Product: [CH2:7]([N:14]1[CH2:15][CH2:16][O:17][C@@H:18]([CH3:26])[C@H:19]1[C:20]1[CH:25]=[CH:24][CH:23]=[CH:22][CH:21]=1)[C:8]1[CH:9]=[CH:10][CH:11]=[CH:12][CH:13]=1. The catalyst class is: 1.